From a dataset of Full USPTO retrosynthesis dataset with 1.9M reactions from patents (1976-2016). Predict the reactants needed to synthesize the given product. (1) Given the product [OH:14][C@@H:11]1[CH:12]=[CH:13][C@@H:9]([O:1][CH:20]([CH2:21][CH3:22])[C:18]([OH:17])=[O:19])[CH2:10]1, predict the reactants needed to synthesize it. The reactants are: [O:1]([C@H:9]1[CH:13]=[CH:12][C@H:11]([OH:14])[CH2:10]1)[Si](C(C)(C)C)(C)C.CC[O:17][C:18]([CH3:20])=[O:19].[CH3:21][CH2:22]CCCC. (2) Given the product [CH3:3][O:4][C:5]1[N:6]=[CH:7][N:8]=[N:9][C:10]=1[CH2:11][NH:12][C:18]([CH:16]1[CH2:17][C:14](=[O:13])[CH2:15]1)=[O:19], predict the reactants needed to synthesize it. The reactants are: N#N.[CH3:3][O:4][C:5]1[N:6]=[CH:7][N:8]=[N:9][C:10]=1[CH2:11][NH2:12].[O:13]=[C:14]1[CH2:17][CH:16]([C:18](ON2C(=O)CCC2=O)=[O:19])[CH2:15]1.C(=O)([O-])[O-].[Na+].[Na+]. (3) Given the product [O:14]1[CH2:15][CH2:16][N:11]([C:10]2[C:5]3[N:6]([C:2]([C:37]4[CH:38]=[CH:39][C:40]([C:43]#[N:44])=[N:41][CH:42]=4)=[C:3]([CH2:17][CH2:18][C:19]4[CH:28]=[CH:27][C:26]5[C:21](=[CH:22][CH:23]=[CH:24][CH:25]=5)[N:20]=4)[N:4]=3)[N:7]=[CH:8][CH:9]=2)[CH2:12][CH2:13]1, predict the reactants needed to synthesize it. The reactants are: Br[C:2]1[N:6]2[N:7]=[CH:8][CH:9]=[C:10]([N:11]3[CH2:16][CH2:15][O:14][CH2:13][CH2:12]3)[C:5]2=[N:4][C:3]=1[CH2:17][CH2:18][C:19]1[CH:28]=[CH:27][C:26]2[C:21](=[CH:22][CH:23]=[CH:24][CH:25]=2)[N:20]=1.CC1(C)C(C)(C)OB([C:37]2[CH:38]=[CH:39][C:40]([C:43]#[N:44])=[N:41][CH:42]=2)O1. (4) Given the product [F:1][C:2]1[CH:19]=[CH:18][CH:17]=[CH:16][C:3]=1[O:4][CH:5]([C:7]1[CH:8]=[CH:9][C:10]([C:11]([NH:42][CH2:43][C:44]2[C:45]([OH:52])=[N:46][C:47]([CH3:51])=[CH:48][C:49]=2[CH3:50])=[O:13])=[CH:14][CH:15]=1)[CH3:6], predict the reactants needed to synthesize it. The reactants are: [F:1][C:2]1[CH:19]=[CH:18][CH:17]=[CH:16][C:3]=1[O:4][CH:5]([C:7]1[CH:15]=[CH:14][C:10]([C:11]([OH:13])=O)=[CH:9][CH:8]=1)[CH3:6].Cl.C(N=C=NCCCN(C)C)C.ON1C2C=CC=CC=2N=N1.[NH2:42][CH2:43][C:44]1[C:45]([OH:52])=[N:46][C:47]([CH3:51])=[CH:48][C:49]=1[CH3:50].